Regression. Given two drug SMILES strings and cell line genomic features, predict the synergy score measuring deviation from expected non-interaction effect. From a dataset of NCI-60 drug combinations with 297,098 pairs across 59 cell lines. Drug 1: C1=CC=C(C(=C1)C(C2=CC=C(C=C2)Cl)C(Cl)Cl)Cl. Drug 2: CN1C2=C(C=C(C=C2)N(CCCl)CCCl)N=C1CCCC(=O)O.Cl. Cell line: MDA-MB-231. Synergy scores: CSS=2.30, Synergy_ZIP=-0.754, Synergy_Bliss=0.192, Synergy_Loewe=-1.41, Synergy_HSA=-2.50.